Dataset: Reaction yield outcomes from USPTO patents with 853,638 reactions. Task: Predict the reaction yield, written as a fraction of the theoretical maximum amount of product (1.0 means a 100% yield; for example, 0.34 means a 34% yield). (1) The reactants are [NH:1]1[C:9]2[C:4](=[CH:5][C:6]([NH:10][C:11]3[C:20]4[C:15](=[CH:16][C:17]([O:29][CH3:30])=[CH:18][C:19]=4[O:21][CH:22]4[CH2:27][CH2:26][N:25]([CH3:28])[CH2:24][CH2:23]4)[N:14]=[CH:13][N:12]=3)=[CH:7][CH:8]=2)[CH:3]=[CH:2]1.Cl[CH2:32][C:33]1[N:34]=[CH:35][S:36][CH:37]=1. No catalyst specified. The product is [CH3:30][O:29][C:17]1[CH:16]=[C:15]2[C:20]([C:11]([NH:10][C:6]3[CH:5]=[C:4]4[C:9](=[CH:8][CH:7]=3)[N:1]([CH2:32][C:33]3[N:34]=[CH:35][S:36][CH:37]=3)[CH:2]=[CH:3]4)=[N:12][CH:13]=[N:14]2)=[C:19]([O:21][CH:22]2[CH2:23][CH2:24][N:25]([CH3:28])[CH2:26][CH2:27]2)[CH:18]=1. The yield is 0.570. (2) The reactants are [Br:1][C:2]1[CH:7]=[CH:6][C:5]([C:8]2([NH:11][C:12]([C:14]3[C:22]4[C:17](=[N:18][CH:19]=[C:20]([C:23]5[C:31]6[C:26](=[CH:27][C:28]([F:32])=[CH:29][CH:30]=6)[N:25]([CH3:33])[N:24]=5)[N:21]=4)[N:16](COCC[Si](C)(C)C)[CH:15]=3)=[O:13])[CH2:10][CH2:9]2)=[CH:4][CH:3]=1.CCCC[N+](CCCC)(CCCC)CCCC.[F-].CC(=O)OCC.C(=O)(O)[O-].[Na+]. The catalyst is C1COCC1.O.C(#N)C.CC(C)=O. The product is [Br:1][C:2]1[CH:7]=[CH:6][C:5]([C:8]2([NH:11][C:12]([C:14]3[C:22]4[C:17](=[N:18][CH:19]=[C:20]([C:23]5[C:31]6[C:26](=[CH:27][C:28]([F:32])=[CH:29][CH:30]=6)[N:25]([CH3:33])[N:24]=5)[N:21]=4)[NH:16][CH:15]=3)=[O:13])[CH2:10][CH2:9]2)=[CH:4][CH:3]=1. The yield is 0.630.